From a dataset of Forward reaction prediction with 1.9M reactions from USPTO patents (1976-2016). Predict the product of the given reaction. (1) Given the reactants C([O:8][C@H:9]1[C@@H:14]([O:15]CC2C=CC=CC=2)[C@H:13]([O:23]CC2C=CC=CC=2)[C@@H:12]([CH2:31][O:32]CC2C=CC=CC=2)[O:11][C@:10]21[CH2:48][CH2:47][C:46]1[C:41](=[CH:42][CH:43]=[C:44]([C:49]3[CH:54]=[CH:53][CH:52]=[C:51]([N+:55]([O-:57])=[O:56])[CH:50]=3)[CH:45]=1)[O:40]2)C1C=CC=CC=1.CC1C=C(C)C(C)=C(C)C=1C.B(Cl)(Cl)Cl, predict the reaction product. The product is: [OH:32][CH2:31][C@H:12]1[O:11][C@@:10]2([CH2:48][CH2:47][C:46]3[C:41](=[CH:42][CH:43]=[C:44]([C:49]4[CH:54]=[CH:53][CH:52]=[C:51]([N+:55]([O-:57])=[O:56])[CH:50]=4)[CH:45]=3)[O:40]2)[C@@H:9]([OH:8])[C@@H:14]([OH:15])[C@@H:13]1[OH:23]. (2) Given the reactants [Si]([O:8][CH2:9][CH2:10][O:11][CH2:12][CH2:13][CH2:14][CH2:15][CH2:16][CH2:17][N:18]1[CH2:22][C@@H:21]([C:23]2[CH:34]=[CH:33][C:26]3[O:27][C:28]([CH3:32])([CH3:31])[O:29][CH2:30][C:25]=3[CH:24]=2)[O:20][C:19]1=[O:35])(C(C)(C)C)(C)C.[F-].C([N+](CCCC)(CCCC)CCCC)CCC, predict the reaction product. The product is: [CH3:31][C:28]1([CH3:32])[O:27][C:26]2[CH:33]=[CH:34][C:23]([C@H:21]3[O:20][C:19](=[O:35])[N:18]([CH2:17][CH2:16][CH2:15][CH2:14][CH2:13][CH2:12][O:11][CH2:10][CH2:9][OH:8])[CH2:22]3)=[CH:24][C:25]=2[CH2:30][O:29]1. (3) Given the reactants [NH2:1][C:2]1[CH:3]=[C:4]2[C:8](=[CH:9][CH:10]=1)[N:7]([CH3:11])[CH:6]=[C:5]2[CH:12]1[CH2:17][CH2:16][N:15]([C:18]([O:20][C:21]([CH3:24])([CH3:23])[CH3:22])=[O:19])[CH2:14][CH2:13]1.[C:25]([C:27]1[CH:28]=[C:29]([CH:33]=[CH:34][CH:35]=1)[C:30](Cl)=[O:31])#[N:26].C(OCC)(=O)C, predict the reaction product. The product is: [C:25]([C:27]1[CH:28]=[C:29]([CH:33]=[CH:34][CH:35]=1)[C:30]([NH:1][C:2]1[CH:3]=[C:4]2[C:8](=[CH:9][CH:10]=1)[N:7]([CH3:11])[CH:6]=[C:5]2[CH:12]1[CH2:13][CH2:14][N:15]([C:18]([O:20][C:21]([CH3:24])([CH3:23])[CH3:22])=[O:19])[CH2:16][CH2:17]1)=[O:31])#[N:26]. (4) The product is: [Cl:16][C:13]1[CH:14]=[CH:15][C:10]([O:9][C@@H:8]2[CH2:7][N:6]([CH3:18])[CH2:5][C@H:4]2[NH2:1])=[CH:11][C:12]=1[F:17]. Given the reactants [N:1]([C@H:4]1[C@H:8]([O:9][C:10]2[CH:15]=[CH:14][C:13]([Cl:16])=[C:12]([F:17])[CH:11]=2)[CH2:7][N:6]([CH3:18])[CH2:5]1)=[N+]=[N-].C1C=CC(P(C2C=CC=CC=2)C2C=CC=CC=2)=CC=1.C1COCC1, predict the reaction product. (5) Given the reactants [CH3:1][O:2][C:3]1[CH:34]=[CH:33][C:6]([O:7][C:8]2[CH:32]=[CH:31][C:11]([CH2:12][NH:13][C:14]([C:16]3([NH:19][C:20]([C:22]4[CH:23]=[N:24][C:25]([S:28]([CH3:30])=[O:29])=[N:26][CH:27]=4)=[O:21])[CH2:18][CH2:17]3)=[O:15])=[CH:10][CH:9]=2)=[C:5]([C:35]([F:38])([F:37])[F:36])[CH:4]=1.ClC1C=CC=C(C(OO)=[O:47])C=1, predict the reaction product. The product is: [CH3:1][O:2][C:3]1[CH:34]=[CH:33][C:6]([O:7][C:8]2[CH:9]=[CH:10][C:11]([CH2:12][NH:13][C:14]([C:16]3([NH:19][C:20]([C:22]4[CH:23]=[N:24][C:25]([S:28]([CH3:30])(=[O:47])=[O:29])=[N:26][CH:27]=4)=[O:21])[CH2:17][CH2:18]3)=[O:15])=[CH:31][CH:32]=2)=[C:5]([C:35]([F:36])([F:38])[F:37])[CH:4]=1. (6) The product is: [CH3:17][O:18][C:19]1[CH:20]=[C:21]([CH:38]=[CH:39][C:40]=1[O:41][CH3:42])[CH2:22][CH:23]1[C:29]2[CH:30]=[C:31]([O:36][CH3:37])[C:32]([O:34][CH3:35])=[CH:33][C:28]=2[S:27][CH2:26][CH2:25][N:24]1[CH2:2][C:3]([NH:16][CH:6]1[C:15]2[C:10](=[CH:11][CH:12]=[CH:13][CH:14]=2)[CH2:9][CH2:8][CH2:7]1)=[O:4]. Given the reactants Br[CH2:2][C:3](Br)=[O:4].[CH:6]1([NH2:16])[C:15]2[C:10](=[CH:11][CH:12]=[CH:13][CH:14]=2)[CH2:9][CH2:8][CH2:7]1.[CH3:17][O:18][C:19]1[CH:20]=[C:21]([CH:38]=[CH:39][C:40]=1[O:41][CH3:42])[CH2:22][CH:23]1[C:29]2[CH:30]=[C:31]([O:36][CH3:37])[C:32]([O:34][CH3:35])=[CH:33][C:28]=2[S:27][CH2:26][CH2:25][NH:24]1, predict the reaction product. (7) The product is: [CH3:25][O:24][C:20]1[CH:21]=[C:22]2[C:17](=[CH:18][CH:19]=1)[CH2:16][N:15]([C:11]1[N:10]=[C:9]([NH:8][C:5]3[CH:6]=[CH:7][C:2]([C:29]4[CH:30]=[CH:31][N:26]=[CH:27][CH:28]=4)=[CH:3][CH:4]=3)[CH:14]=[CH:13][N:12]=1)[CH2:23]2. Given the reactants Br[C:2]1[CH:7]=[CH:6][C:5]([NH:8][C:9]2[CH:14]=[CH:13][N:12]=[C:11]([N:15]3[CH2:23][C:22]4[C:17](=[CH:18][CH:19]=[C:20]([O:24][CH3:25])[CH:21]=4)[CH2:16]3)[N:10]=2)=[CH:4][CH:3]=1.[N:26]1[CH:31]=[CH:30][C:29](B(O)O)=[CH:28][CH:27]=1.C([O-])([O-])=O.[K+].[K+].O1CCOCC1, predict the reaction product. (8) Given the reactants [CH3:1][O:2][C:3](=[O:27])[CH2:4][N:5]1[C:13]2[C:8](=[CH:9][C:10]([F:14])=[CH:11][CH:12]=2)[C:7]([CH2:15][C:16]2[CH:21]=[CH:20][CH:19]=[CH:18][C:17]=2[S:22](O)(=[O:24])=[O:23])=[C:6]1[CH3:26].[Cl:28]CCl.P(Cl)(Cl)(Cl)(Cl)Cl, predict the reaction product. The product is: [CH3:1][O:2][C:3](=[O:27])[CH2:4][N:5]1[C:13]2[C:8](=[CH:9][C:10]([F:14])=[CH:11][CH:12]=2)[C:7]([CH2:15][C:16]2[CH:21]=[CH:20][CH:19]=[CH:18][C:17]=2[S:22]([Cl:28])(=[O:24])=[O:23])=[C:6]1[CH3:26].